Dataset: Forward reaction prediction with 1.9M reactions from USPTO patents (1976-2016). Task: Predict the product of the given reaction. (1) Given the reactants FC(F)(F)C(O)=O.[NH:8]1[C:12]2[CH:13]=[CH:14][CH:15]=[CH:16][C:11]=2[N:10]=[C:9]1[NH:17][CH2:18][CH:19]1[CH2:24][CH2:23][NH:22][CH2:21][CH2:20]1.B([C:28]1[CH:33]=[CH:32][C:31]([CH2:34][CH:35]([NH:39][C:40](=[O:50])[C:41]2[C:46]([CH3:47])=[CH:45][C:44]([CH3:48])=[CH:43][C:42]=2[CH3:49])[C:36]([OH:38])=[O:37])=[CH:30][CH:29]=1)(O)O.CCN(CC)CC, predict the reaction product. The product is: [NH:8]1[C:12]2[CH:13]=[CH:14][CH:15]=[CH:16][C:11]=2[N:10]=[C:9]1[NH:17][CH2:18][CH:19]1[CH2:24][CH2:23][N:22]([C:28]2[CH:33]=[CH:32][C:31]([CH2:34][CH:35]([NH:39][C:40](=[O:50])[C:41]3[C:42]([CH3:49])=[CH:43][C:44]([CH3:48])=[CH:45][C:46]=3[CH3:47])[C:36]([OH:38])=[O:37])=[CH:30][CH:29]=2)[CH2:21][CH2:20]1. (2) Given the reactants [CH2:1]([N:3]([C:31](=O)[C:32]1[CH:37]=[CH:36][C:35]([OH:38])=[C:34]([F:39])[CH:33]=1)[C:4]1[CH:9]=[C:8]([O:10][CH3:11])[C:7]([O:12][CH3:13])=[CH:6][C:5]=1[CH:14]1[CH2:23][CH2:22][C:21]2[CH:20]=[C:19]([O:24]C(=O)C(C)(C)C)[CH:18]=[CH:17][C:16]=2[CH2:15]1)[CH3:2].Cl[CH2:42][C:43]([N:45]1[CH2:49][CH2:48][CH2:47][CH2:46]1)=O, predict the reaction product. The product is: [CH2:1]([N:3]([CH2:31][C:32]1[CH:37]=[CH:36][C:35]([O:38][CH2:42][CH2:43][N:45]2[CH2:49][CH2:48][CH2:47][CH2:46]2)=[C:34]([F:39])[CH:33]=1)[C:4]1[CH:9]=[C:8]([O:10][CH3:11])[C:7]([O:12][CH3:13])=[CH:6][C:5]=1[CH:14]1[CH2:23][CH2:22][C:21]2[CH:20]=[C:19]([OH:24])[CH:18]=[CH:17][C:16]=2[CH2:15]1)[CH3:2]. (3) The product is: [CH3:1][O:2][C:3](=[O:21])[CH2:4][O:5][C:6]1[CH:7]=[CH:8][C:9]([C:12]2[CH:17]=[CH:16][C:15]([NH2:18])=[CH:14][CH:13]=2)=[CH:10][CH:11]=1. Given the reactants [CH3:1][O:2][C:3](=[O:21])[CH2:4][O:5][C:6]1[CH:11]=[CH:10][C:9]([C:12]2[CH:17]=[CH:16][C:15]([N+:18]([O-])=O)=[CH:14][CH:13]=2)=[CH:8][CH:7]=1, predict the reaction product. (4) Given the reactants Br[C:2]1[N:3]=[C:4]2[C:10]([C:11]([NH:13][C:14]([CH3:17])([CH3:16])[CH3:15])=[O:12])=[CH:9][N:8](COCC[Si](C)(C)C)[C:5]2=[N:6][CH:7]=1.ClC1C=C2C(C([Sn](CCCC)(CCCC)CCCC)=NN2C)=CC=1.CN(C=[O:54])C, predict the reaction product. The product is: [OH:54][CH2:17][C:14]([NH:13][C:11]([C:10]1[C:4]2[C:5](=[N:6][CH:7]=[CH:2][N:3]=2)[NH:8][CH:9]=1)=[O:12])([CH3:15])[CH3:16]. (5) Given the reactants Cl[S:2]([OH:5])(=O)=[O:3].[F:6][C:7]([F:19])([F:18])[O:8][C:9]1[CH:14]=[CH:13][CH:12]=[CH:11][C:10]=1[N+:15]([O-:17])=[O:16].[NH4+:20].[OH-].Cl, predict the reaction product. The product is: [N+:15]([C:10]1[CH:11]=[C:12]([S:2]([NH2:20])(=[O:5])=[O:3])[CH:13]=[CH:14][C:9]=1[O:8][C:7]([F:18])([F:19])[F:6])([O-:17])=[O:16]. (6) Given the reactants [CH3:1][O:2][C:3](=[O:26])[C:4]([C:15]1[CH:20]=[CH:19][C:18]([O:21][CH2:22][CH:23]2[CH2:25][O:24]2)=[CH:17][CH:16]=1)=[C:5](C)[C:6]1[CH:11]=[CH:10][C:9]([F:12])=[C:8]([CH3:13])[CH:7]=1.[CH3:27][O:28][C:29]1[CH:36]=[C:35]([O:37][CH3:38])[CH:34]=[CH:33][C:30]=1[CH2:31][NH2:32], predict the reaction product. The product is: [CH3:1][O:2][C:3](=[O:26])[C:4]([C:15]1[CH:16]=[CH:17][C:18]([O:21][CH2:22][CH:23]([OH:24])[CH2:25][NH:32][CH2:31][C:30]2[CH:33]=[CH:34][C:35]([O:37][CH3:38])=[CH:36][C:29]=2[O:28][CH3:27])=[CH:19][CH:20]=1)=[CH:5][C:6]1[CH:11]=[CH:10][C:9]([F:12])=[C:8]([CH3:13])[CH:7]=1. (7) Given the reactants [CH:1]([C:9]1[CH:14]=[CH:13][CH:12]=[CH:11][N:10]=1)([C:3]1[CH:8]=[CH:7][CH:6]=[CH:5][N:4]=1)[CH3:2].C[Si](C)(C)[N-][Si](C)(C)C.[K+].F[C:26]1[CH:31]=[CH:30][CH:29]=[C:28]([F:32])[N:27]=1, predict the reaction product. The product is: [F:32][C:28]1[N:27]=[C:26]([C:1]([C:9]2[CH:14]=[CH:13][CH:12]=[CH:11][N:10]=2)([C:3]2[CH:8]=[CH:7][CH:6]=[CH:5][N:4]=2)[CH3:2])[CH:31]=[CH:30][CH:29]=1. (8) Given the reactants [NH2:1][CH2:2][C:3]1[CH:30]=[CH:29][C:6]([C:7]([NH:9][C:10]2[CH:15]=[CH:14][C:13]([Cl:16])=[CH:12][C:11]=2[N:17]2[CH2:22][CH2:21][N:20]([CH2:23][CH2:24][C:25]([F:28])([F:27])[F:26])[CH2:19][CH2:18]2)=[O:8])=[C:5]([F:31])[CH:4]=1.[C:32](=O)(ON1C(=O)CCC1=O)[O:33]N1C(=O)CCC1=O.[NH:50]1[CH2:55][CH2:54][NH:53][CH2:52][CH2:51]1.O, predict the reaction product. The product is: [Cl:16][C:13]1[CH:14]=[CH:15][C:10]([NH:9][C:7]([C:6]2[CH:29]=[CH:30][C:3]([CH2:2][NH:1][C:32]([N:50]3[CH2:55][CH2:54][NH:53][CH2:52][CH2:51]3)=[O:33])=[CH:4][C:5]=2[F:31])=[O:8])=[C:11]([N:17]2[CH2:18][CH2:19][N:20]([CH2:23][CH2:24][C:25]([F:27])([F:26])[F:28])[CH2:21][CH2:22]2)[CH:12]=1. (9) Given the reactants [C:1]([NH2:9])(=[NH:8])[C:2]1[CH:7]=[CH:6][CH:5]=[CH:4][CH:3]=1.C([O:12][CH:13]=[C:14]([C:20]#[N:21])[C:15](OCC)=O)C, predict the reaction product. The product is: [OH:12][C:13]1[C:14]([C:20]#[N:21])=[CH:15][N:9]=[C:1]([C:2]2[CH:7]=[CH:6][CH:5]=[CH:4][CH:3]=2)[N:8]=1. (10) Given the reactants ClC(Cl)(O[C:5](=[O:11])OC(Cl)(Cl)Cl)Cl.[Cl:13][C:14]1[N:19]=[CH:18][C:17]([NH2:20])=[CH:16][N:15]=1.CCN(C(C)C)C(C)C.Cl.[NH2:31][C@:32]([CH3:39])([CH2:37][CH3:38])[C:33](OC)=[O:34], predict the reaction product. The product is: [Cl:13][C:14]1[N:19]=[CH:18][C:17]([N:20]2[C:33](=[O:34])[C@:32]([CH2:37][CH3:38])([CH3:39])[NH:31][C:5]2=[O:11])=[CH:16][N:15]=1.